Dataset: CYP1A2 inhibition data for predicting drug metabolism from PubChem BioAssay. Task: Regression/Classification. Given a drug SMILES string, predict its absorption, distribution, metabolism, or excretion properties. Task type varies by dataset: regression for continuous measurements (e.g., permeability, clearance, half-life) or binary classification for categorical outcomes (e.g., BBB penetration, CYP inhibition). Dataset: cyp1a2_veith. (1) The molecule is COc1ccc2c(c1)C(=NN)c1cc(OC)ccc1-2. The result is 1 (inhibitor). (2) The compound is COc1ccc(C2SCC(=O)Nc3c2c(C)nn3C2CCOC(C)(C)C2)cc1. The result is 0 (non-inhibitor). (3) The molecule is Cc1ccc(CNC(=O)C2CCCN2C(=O)NCc2ccccc2)cc1. The result is 0 (non-inhibitor).